Dataset: Full USPTO retrosynthesis dataset with 1.9M reactions from patents (1976-2016). Task: Predict the reactants needed to synthesize the given product. (1) Given the product [C:25]([O:29][C:30]([N:32]1[CH2:33][CH2:34][CH2:35][C:36]1=[O:37])=[O:31])([CH3:28])([CH3:26])[CH3:27], predict the reactants needed to synthesize it. The reactants are: F[P-](F)(F)(F)(F)F.C(N(CC)C=[N+](CC)CC)C.CC(C)([O-])C.[K+].[C:25]([O:29][C:30]([N:32]1[C:36](=[O:37])[CH2:35][CH2:34][C@H:33]1CC1C=CC(C2C=CC=CC=2)=CC=1)=[O:31])([CH3:28])([CH3:27])[CH3:26].C(OC(C)C)(=O)C. (2) Given the product [O:7]1[CH2:8][CH2:9][CH:4]([C:1](=[O:3])[CH2:2][C:10]([O:11][CH3:12])=[O:13])[CH2:5][CH2:6]1, predict the reactants needed to synthesize it. The reactants are: [C:1]([CH:4]1[CH2:9][CH2:8][O:7][CH2:6][CH2:5]1)(=[O:3])[CH3:2].[C:10](=O)([O:13]C)[O:11][CH3:12].C[O-].[Na+].Cl. (3) Given the product [C:12]1([CH3:15])[CH:13]=[CH:14][C:9]([NH:8][CH2:2][C:3]([O:5][CH2:6][CH3:7])=[O:4])=[CH:10][CH:11]=1, predict the reactants needed to synthesize it. The reactants are: Br[CH2:2][C:3]([O:5][CH2:6][CH3:7])=[O:4].[NH2:8][C:9]1[CH:14]=[CH:13][C:12]([CH3:15])=[CH:11][CH:10]=1.C([O-])(=O)C.[Na+].